From a dataset of Peptide-MHC class II binding affinity with 134,281 pairs from IEDB. Regression. Given a peptide amino acid sequence and an MHC pseudo amino acid sequence, predict their binding affinity value. This is MHC class II binding data. (1) The binding affinity (normalized) is 0. The MHC is DRB1_1501 with pseudo-sequence DRB1_1501. The peptide sequence is TSAGSEGTGQALASPGSCLE. (2) The peptide sequence is AYESYKFIPALEAAV. The MHC is HLA-DPA10201-DPB10101 with pseudo-sequence HLA-DPA10201-DPB10101. The binding affinity (normalized) is 0.594. (3) The peptide sequence is EVDMTPADALDDFDL. The MHC is HLA-DQA10101-DQB10501 with pseudo-sequence HLA-DQA10101-DQB10501. The binding affinity (normalized) is 0.446. (4) The peptide sequence is VIPDGYRFFNKTLIL. The MHC is DRB1_0101 with pseudo-sequence DRB1_0101. The binding affinity (normalized) is 0.654. (5) The peptide sequence is VLEKLELLQRRFGGT. The MHC is HLA-DQA10201-DQB10402 with pseudo-sequence HLA-DQA10201-DQB10402. The binding affinity (normalized) is 0.499. (6) The peptide sequence is SEQGEFKLLSEEKVP. The MHC is HLA-DQA10501-DQB10303 with pseudo-sequence HLA-DQA10501-DQB10303. The binding affinity (normalized) is 0.209. (7) The peptide sequence is PTSLLISWGHYPLHL. The MHC is DRB1_0101 with pseudo-sequence DRB1_0101. The binding affinity (normalized) is 0.735.